This data is from Catalyst prediction with 721,799 reactions and 888 catalyst types from USPTO. The task is: Predict which catalyst facilitates the given reaction. Reactant: [H-].[H-].[H-].[H-].[Li+].[Al+3].[Cl:7][C:8]1[C:17]([Cl:18])=[CH:16][C:11]([C:12](OC)=[O:13])=[C:10]([O:19][CH3:20])[CH:9]=1.O.[OH-].[Na+]. Product: [Cl:7][C:8]1[C:17]([Cl:18])=[CH:16][C:11]([CH2:12][OH:13])=[C:10]([O:19][CH3:20])[CH:9]=1. The catalyst class is: 1.